Dataset: Catalyst prediction with 721,799 reactions and 888 catalyst types from USPTO. Task: Predict which catalyst facilitates the given reaction. (1) Reactant: [CH3:1][O:2][C:3]1[CH:4]=[C:5]([CH:7]=[C:8]([N+:10]([O-:12])=[O:11])[CH:9]=1)[NH2:6].[Cl-:13]. Product: [Cl:13][CH2:7][CH2:8][CH2:9][C:3]([NH:6][C:5]1[CH:7]=[C:8]([N+:10]([O-:12])=[O:11])[CH:9]=[C:3]([O:2][CH3:1])[CH:4]=1)=[O:2]. The catalyst class is: 11. (2) Reactant: [Si:1]([O:8][C@@H:9]1[C@@:26]2([CH3:27])[C:13](=[CH:14][CH:15]=[C:16]3[C@@H:25]2[CH2:24][CH2:23][C@@:21]2([CH3:22])[C@H:17]3[CH2:18][CH:19]=[C:20]2[CH2:28][O:29][CH2:30]C(OC(C)(C)C)=O)[CH2:12][C@@H:11]([O:38][Si:39]([C:42]([CH3:45])([CH3:44])[CH3:43])([CH3:41])[CH3:40])[CH2:10]1)([C:4]([CH3:7])([CH3:6])[CH3:5])([CH3:3])[CH3:2].[CH3:46][Mg]Br.[O:49]1[CH2:53][CH2:52]CC1.[Cl-].[NH4+].O. Product: [Si:1]([O:8][C@@H:9]1[C@@:26]2([CH3:27])[C:13](=[CH:14][CH:15]=[C:16]3[C@@H:25]2[CH2:24][CH2:23][C@@:21]2([CH3:22])[C@H:17]3[CH2:18][CH:19]=[C:20]2[CH2:28][O:29][CH2:30][C:53]([OH:49])([CH3:52])[CH3:46])[CH2:12][C@@H:11]([O:38][Si:39]([C:42]([CH3:44])([CH3:45])[CH3:43])([CH3:40])[CH3:41])[CH2:10]1)([C:4]([CH3:5])([CH3:6])[CH3:7])([CH3:2])[CH3:3]. The catalyst class is: 7. (3) Reactant: [F:1][C:2]1([F:19])[CH2:5][N:4]([C:6]2[CH:7]=[C:8]3[N:17]([CH3:18])[CH:16]=[CH:15][C:9]3=[N:10][C:11]=2[CH:12]([NH2:14])[CH3:13])[CH2:3]1.[NH2:20][C:21]1[N:26]=[C:25]([NH2:27])[C:24]([C:28]#[N:29])=[C:23](Cl)[N:22]=1.CCN(CC)CC. Product: [NH2:20][C:21]1[N:26]=[C:25]([NH2:27])[C:24]([C:28]#[N:29])=[C:23]([NH:14][CH:12]([C:11]2[N:10]=[C:9]3[CH:15]=[CH:16][N:17]([CH3:18])[C:8]3=[CH:7][C:6]=2[N:4]2[CH2:5][C:2]([F:1])([F:19])[CH2:3]2)[CH3:13])[N:22]=1. The catalyst class is: 31. (4) Reactant: [C:1]([O:5][C:6]([N:8]1[C:14](=[O:15])[C@@H:13]2[CH2:16][C@H:9]1[CH2:10][CH2:11][C@@H:12]2[NH:17][C:18]([O:20][CH2:21][C:22]1[CH:27]=[CH:26][CH:25]=[CH:24][CH:23]=1)=[O:19])=[O:7])([CH3:4])([CH3:3])[CH3:2].O.[BH4-].[Na+].C(=O)(O)[O-].[Na+]. Product: [C:1]([O:5][C:6](=[O:7])[NH:8][C@@H:9]1[CH2:10][CH2:11][C@H:12]([NH:17][C:18]([O:20][CH2:21][C:22]2[CH:23]=[CH:24][CH:25]=[CH:26][CH:27]=2)=[O:19])[C@H:13]([CH2:14][OH:15])[CH2:16]1)([CH3:4])([CH3:2])[CH3:3]. The catalyst class is: 7. (5) Reactant: C([N:14]1[CH2:17][CH:16]([C:18]([CH2:20][N-:21][CH3:22])=[O:19])[CH2:15]1)(C1C=CC=CC=1)C1C=CC=CC=1.[ClH:23]. Product: [ClH:23].[NH:14]1[CH2:17][CH:16]([C:18]([CH2:20][N-:21][CH3:22])=[O:19])[CH2:15]1. The catalyst class is: 178.